From a dataset of Forward reaction prediction with 1.9M reactions from USPTO patents (1976-2016). Predict the product of the given reaction. Given the reactants Br[C:2]1[CH:7]=[C:6]([F:8])[C:5]([N+:9]([O-:11])=[O:10])=[CH:4][C:3]=1[N:12]1[C:16](=[O:17])[N:15]([CH3:18])[N:14]=[N:13]1.[CH:19]1([B-](F)(F)F)[CH2:21][CH2:20]1.[K+].C([O-])([O-])=O.[K+].[K+], predict the reaction product. The product is: [CH:19]1([C:2]2[CH:7]=[C:6]([F:8])[C:5]([N+:9]([O-:11])=[O:10])=[CH:4][C:3]=2[N:12]2[C:16](=[O:17])[N:15]([CH3:18])[N:14]=[N:13]2)[CH2:21][CH2:20]1.